From a dataset of Full USPTO retrosynthesis dataset with 1.9M reactions from patents (1976-2016). Predict the reactants needed to synthesize the given product. (1) Given the product [ClH:33].[NH2:25][C@@H:21]1[CH2:22][CH2:23][CH2:24][N:19]([C:3]2[C:2]([Br:1])=[CH:7][N:6]=[C:5]3[NH:8][CH:9]=[C:10]([NH:11][C:12]([C@H:14]4[CH2:18][CH2:17][CH2:16][O:15]4)=[O:13])[C:4]=23)[CH2:20]1, predict the reactants needed to synthesize it. The reactants are: [Br:1][C:2]1[C:3]([N:19]2[CH2:24][CH2:23][CH2:22][C@@H:21]([NH:25]C(=O)OC(C)(C)C)[CH2:20]2)=[C:4]2[C:10]([NH:11][C:12]([CH:14]3[CH2:18][CH2:17][CH2:16][O:15]3)=[O:13])=[CH:9][NH:8][C:5]2=[N:6][CH:7]=1.[ClH:33]. (2) Given the product [Cl:1][CH2:14][O:13][CH2:12][C:2]12[CH2:9][CH:8]3[CH2:7][CH:6]([CH2:5][CH:4]([CH2:10]3)[CH2:3]1)[CH2:11]2, predict the reactants needed to synthesize it. The reactants are: [ClH:1].[C:2]12([CH2:12][OH:13])[CH2:11][CH:6]3[CH2:7][CH:8]([CH2:10][CH:4]([CH2:5]3)[CH2:3]1)[CH2:9]2.[CH2:14]=O.S([O-])([O-])(=O)=O.[Mg+2].[Cl-].[Na+].S(=O)(=O)(O)O. (3) The reactants are: I[C:2]1[CH:7]=[CH:6][CH:5]=[CH:4][C:3]=1I.[CH3:9][Si:10]([CH3:21])([CH3:20])[C:11]1[CH:16]=[CH:15][C:14](B(O)O)=[CH:13][CH:12]=1.[OH-].[Na+].COCCO[CH2:29][CH2:30]OC. Given the product [CH3:9][Si:10]([CH3:20])([CH3:11])[C:2]1[CH:7]=[CH:6][C:5]([C:12]2[C:13]([C:14]3[CH:15]=[CH:16][C:11]([Si:10]([CH3:21])([CH3:20])[CH3:9])=[CH:12][CH:13]=3)=[CH:14][CH:15]=[CH:29][CH:30]=2)=[CH:4][CH:3]=1, predict the reactants needed to synthesize it.